This data is from Reaction yield outcomes from USPTO patents with 853,638 reactions. The task is: Predict the reaction yield, written as a fraction of the theoretical maximum amount of product (1.0 means a 100% yield; for example, 0.34 means a 34% yield). (1) The reactants are [C:1]([O:5][C:6](=[O:17])[NH:7][CH2:8][C:9]1[CH:14]=[CH:13][C:12]([OH:15])=[C:11]([OH:16])[CH:10]=1)([CH3:4])([CH3:3])[CH3:2].C1C=CC(N([S:25]([C:28]([F:31])([F:30])[F:29])(=[O:27])=[O:26])[S:25]([C:28]([F:31])([F:30])[F:29])(=[O:27])=[O:26])=CC=1.CCN(CC)CC.[OH2:46]. The catalyst is C(Cl)Cl. The product is [C:1]([O:5][C:6]([NH:7][CH2:8][C:9]1[CH:14]=[CH:13][C:12]([O:15][S:25]([C:28]([F:31])([F:30])[F:29])(=[O:26])=[O:46])=[C:11]([O:16][S:25]([C:28]([F:31])([F:30])[F:29])(=[O:27])=[O:26])[CH:10]=1)=[O:17])([CH3:4])([CH3:2])[CH3:3]. The yield is 0.780. (2) The reactants are [O:1]1[C:5]2[CH:6]=[CH:7][C:8]([O:10][C:11]3[N:32]=[CH:31][CH:30]=[CH:29][C:12]=3[C:13]([NH:15][CH2:16][C:17]3[CH:22]=[CH:21][C:20]([O:23][CH:24]([C:26]#[N:27])[CH3:25])=[CH:19][C:18]=3[F:28])=[O:14])=[CH:9][C:4]=2[O:3][CH2:2]1.C([Sn](=O)CCCC)CCC.C[Si]([N:47]=[N+:48]=[N-:49])(C)C. The catalyst is C1(C)C=CC=CC=1.CO. The product is [O:1]1[C:5]2[CH:6]=[CH:7][C:8]([O:10][C:11]3[N:32]=[CH:31][CH:30]=[CH:29][C:12]=3[C:13]([NH:15][CH2:16][C:17]3[CH:22]=[CH:21][C:20]([O:23][CH:24]([C:26]4[NH:49][N:48]=[N:47][N:27]=4)[CH3:25])=[CH:19][C:18]=3[F:28])=[O:14])=[CH:9][C:4]=2[O:3][CH2:2]1. The yield is 0.280. (3) The yield is 0.500. The reactants are [CH3:1][O:2][C:3]1[CH:8]=[CH:7][C:6]([CH2:9][C:10](=[N:16]NC2C=CC=CC=2)[C:11]2[S:12][CH:13]=[CH:14][CH:15]=2)=[CH:5][CH:4]=1.P(Cl)(Cl)Cl. The catalyst is C(Cl)Cl. The product is [CH3:1][O:2][C:3]1[CH:4]=[CH:5][C:6]([C:9]2[C:8]3[C:3](=[CH:4][CH:5]=[CH:6][CH:7]=3)[NH:16][C:10]=2[C:11]2[S:12][CH:13]=[CH:14][CH:15]=2)=[CH:7][CH:8]=1. (4) The reactants are [CH3:1][O:2][C:3](=[O:10])[CH:4]=[CH:5][CH:6]=[CH:7][CH2:8]Br.[C:11]1([SH:17])[CH:16]=[CH:15][CH:14]=[CH:13][CH:12]=1.C(N(CC)CC)C. No catalyst specified. The product is [CH3:1][O:2][C:3](=[O:10])[CH:4]=[CH:5][CH:6]=[CH:7][CH2:8][S:17][C:11]1[CH:16]=[CH:15][CH:14]=[CH:13][CH:12]=1. The yield is 0.880. (5) The reactants are Br[C:2]1[S:6][CH:5]=[N:4][C:3]=1[C:7]([O:9]C)=O.Cl.N[C:13]1[C:18]([C:19]([O:21][CH3:22])=[O:20])=[CH:17][CH:16]=[CH:15][C:14]=1B(O)O.C([O-])(=O)C.[Na+].O.C[N:33](C=O)C. The catalyst is C1C=CC(P(C2C=CC=CC=2)[C-]2C=CC=C2)=CC=1.C1C=CC(P(C2C=CC=CC=2)[C-]2C=CC=C2)=CC=1.Cl[Pd]Cl.[Fe+2]. The product is [O:9]=[C:7]1[C:3]2[N:4]=[CH:5][S:6][C:2]=2[C:15]2[CH:16]=[CH:17][C:18]([C:19]([O:21][CH3:22])=[O:20])=[CH:13][C:14]=2[NH:33]1. The yield is 0.390. (6) The reactants are [C:1]([C:3]1[C:4]([F:14])=[CH:5][C:6]([O:12][CH3:13])=[C:7]([CH:11]=1)[C:8]([OH:10])=O)#[N:2].C(Cl)(=O)C(Cl)=O.C(N(C(C)C)CC)(C)C.Cl.[N+:31]([C:34]1[CH:35]=[C:36]([CH:39]=[CH:40][CH:41]=1)[CH2:37][NH2:38])([O-:33])=[O:32]. The catalyst is ClCCl.CN(C=O)C. The product is [C:1]([C:3]1[C:4]([F:14])=[CH:5][C:6]([O:12][CH3:13])=[C:7]([CH:11]=1)[C:8]([NH:38][CH2:37][C:36]1[CH:39]=[CH:40][CH:41]=[C:34]([N+:31]([O-:33])=[O:32])[CH:35]=1)=[O:10])#[N:2]. The yield is 0.630. (7) The reactants are [CH3:1][C:2]1[CH:3]=[C:4]([OH:9])[CH:5]=[C:6]([CH3:8])[CH:7]=1.[CH2:10]=[O:11].[Cl-].[Mg+2].[Cl-].C(N(CC)CC)C.Cl. The catalyst is C(#N)C. The product is [OH:9][C:4]1[CH:5]=[C:6]([CH3:8])[CH:7]=[C:2]([CH3:1])[C:3]=1[CH:10]=[O:11]. The yield is 0.840.